The task is: Predict the reactants needed to synthesize the given product.. This data is from Full USPTO retrosynthesis dataset with 1.9M reactions from patents (1976-2016). (1) The reactants are: [S:1]1[CH:5]=[CH:4][N:3]=[C:2]1[CH:6]=O.[CH3:8][N:9]1[CH2:14][CH2:13][N:12]([NH2:15])[CH2:11][CH2:10]1.CN(C1C=CC(N=NC2C=CC(S(O)(=O)=O)=CC=2)=CC=1)C.Cl.C([BH3-])#N.[Na+]. Given the product [CH3:8][N:9]1[CH2:14][CH2:13][N:12]([NH:15][CH2:6][C:2]2[S:1][CH:5]=[CH:4][N:3]=2)[CH2:11][CH2:10]1, predict the reactants needed to synthesize it. (2) Given the product [CH2:4]1[C:5]2([CH2:10][CH2:9][NH:8][CH2:7][CH2:6]2)[CH2:1][CH:2]=[CH:3]1, predict the reactants needed to synthesize it. The reactants are: [CH2:1]1[C:5]2([CH2:10][C:9](=O)[NH:8][C:7](=O)[CH2:6]2)[CH2:4][CH:3]=[CH:2]1.[H-].[H-].[H-].[H-].[Li+].[Al+3]. (3) The reactants are: [Br:1][C:2]1[CH:9]=[CH:8][C:5]([CH:6]=O)=[CH:4][CH:3]=1.[C:10]([O:17][CH3:18])(=[O:16])C[C:10]([O:17][CH3:18])=[O:16].[C:19]([OH:22])(=[O:21])[CH3:20].N1CCC[CH2:25][CH2:24]1.[C:29]1(C)C=CC=CC=1. Given the product [CH2:24]([O:21][C:19](=[O:22])[C:20](=[CH:6][C:5]1[CH:8]=[CH:9][C:2]([Br:1])=[CH:3][CH:4]=1)[C:10]([O:17][CH2:18][CH3:29])=[O:16])[CH3:25], predict the reactants needed to synthesize it. (4) Given the product [CH2:35]([NH:39][C:6]1[N:14]=[C:13]2[C:9]([N:10]=[C:11]([O:25][CH3:26])[N:12]2[CH2:15][CH2:16][CH2:17][NH:18][CH2:19][CH:20]2[CH2:24][CH2:23][CH2:22][O:21]2)=[C:8]([NH2:27])[N:7]=1)[CH2:36][CH2:37][CH3:38], predict the reactants needed to synthesize it. The reactants are: C(O[C:6]1[N:14]=[C:13]2[C:9]([N:10]=[C:11]([O:25][CH3:26])[N:12]2[CH2:15][CH2:16][CH2:17][NH:18][CH2:19][CH:20]2[CH2:24][CH2:23][CH2:22][O:21]2)=[C:8]([NH2:27])[N:7]=1)CCC.FC(F)(F)C(O)=O.[CH2:35]([NH:39]C1N=C2C(N=C(OC)N2)=C(N)N=1)[CH2:36][CH2:37][CH3:38].BrCCCBr. (5) Given the product [CH2:27]([N:26]([CH2:2][CH2:3][CH2:4][O:5][C:6]1[CH:7]=[CH:8][C:9]2[C:13]([C:14]3[CH:19]=[CH:18][C:17]([F:20])=[CH:16][CH:15]=3)=[CH:12][S:11][C:10]=2[CH:21]=1)[CH2:25][CH2:24][O:23][CH3:22])[CH3:28], predict the reactants needed to synthesize it. The reactants are: Br[CH2:2][CH2:3][CH2:4][O:5][C:6]1[CH:7]=[CH:8][C:9]2[C:13]([C:14]3[CH:19]=[CH:18][C:17]([F:20])=[CH:16][CH:15]=3)=[CH:12][S:11][C:10]=2[CH:21]=1.[CH3:22][O:23][CH2:24][CH2:25][NH:26][CH2:27][CH3:28]. (6) Given the product [NH2:1][C:2]1[C:3]2[C:10]([C:11]3[CH:16]=[CH:15][CH:14]=[C:13]([O:17][CH2:18][CH:19]4[CH2:24][CH2:23][CH2:22][CH2:21][O:20]4)[CH:12]=3)=[CH:9][N:8]([CH:25]3[CH2:28][CH:27]([CH2:29][N:36]4[CH2:37][CH2:38][O:39][CH2:40][C@H:35]4[C:33]([NH:32][CH3:31])=[O:34])[CH2:26]3)[C:4]=2[N:5]=[CH:6][N:7]=1, predict the reactants needed to synthesize it. The reactants are: [NH2:1][C:2]1[C:3]2[C:10]([C:11]3[CH:16]=[CH:15][CH:14]=[C:13]([O:17][CH2:18][CH:19]4[CH2:24][CH2:23][CH2:22][CH2:21][O:20]4)[CH:12]=3)=[CH:9][N:8]([C@@H:25]3[CH2:28][C@H:27]([CH:29]=O)[CH2:26]3)[C:4]=2[N:5]=[CH:6][N:7]=1.[CH3:31][NH:32][C:33]([C@@H:35]1[CH2:40][O:39][CH2:38][CH2:37][NH:36]1)=[O:34]. (7) Given the product [Br:1][C:2]1[CH:3]=[C:4]([CH:8]=[CH:9][CH:10]=1)[C:5]([NH:22][C:23]1[CH:28]=[C:27]([Cl:29])[CH:26]=[CH:25][C:24]=1[CH2:30][C:31]([O:33][CH3:34])=[O:32])=[O:7], predict the reactants needed to synthesize it. The reactants are: [Br:1][C:2]1[CH:3]=[C:4]([CH:8]=[CH:9][CH:10]=1)[C:5]([OH:7])=O.CN(C=O)C.C(Cl)(=O)C(Cl)=O.[NH2:22][C:23]1[CH:28]=[C:27]([Cl:29])[CH:26]=[CH:25][C:24]=1[CH2:30][C:31]([O:33][CH3:34])=[O:32].CCN(C(C)C)C(C)C. (8) Given the product [Br:1][C:2]1[CH:3]=[CH:4][C:5]([CH:8]2[CH2:13][CH2:12][CH2:11][NH:10][CH2:9]2)=[CH:6][CH:7]=1, predict the reactants needed to synthesize it. The reactants are: [Br:1][C:2]1[CH:7]=[CH:6][C:5]([CH:8]2[CH2:13][CH2:12][CH2:11][NH:10][C:9]2=O)=[CH:4][CH:3]=1.B.O1CCCC1.Cl. (9) Given the product [F:24][C:21]1[CH:22]=[C:23]2[C:18](=[CH:19][CH:20]=1)[NH:17][CH:16]=[C:15]2[CH2:14][CH2:13][CH2:12][N:28]1[CH2:29][CH2:30][N:25]([C:31]2[N:36]=[C:35]([C:37]#[N:38])[CH:34]=[CH:33][N:32]=2)[CH2:26][CH2:27]1, predict the reactants needed to synthesize it. The reactants are: CC1C=CC(S(O[CH2:12][CH2:13][CH2:14][C:15]2[C:23]3[C:18](=[CH:19][CH:20]=[C:21]([F:24])[CH:22]=3)[NH:17][CH:16]=2)(=O)=O)=CC=1.[N:25]1([C:31]2[N:36]=[C:35]([C:37]#[N:38])[CH:34]=[CH:33][N:32]=2)[CH2:30][CH2:29][NH:28][CH2:27][CH2:26]1.C(=O)([O-])[O-].[K+].[K+].[I-].[K+]. (10) Given the product [CH:71]([N:57]([CH:54]([CH3:56])[CH3:55])[P:58]([O:59][CH2:60][CH2:61][C:62]#[N:63])[O:15][C@H:13]([CH3:14])[C@H:12]([CH2:16][N:17]1[CH:22]=[CH:21][C:20]([NH:23][C:24](=[O:26])[CH3:25])=[N:19][C:18]1=[O:27])[CH2:11][O:10][C:9]([C:6]1[CH:5]=[CH:4][C:3]([O:2][CH3:1])=[CH:8][CH:7]=1)([C:34]1[CH:39]=[CH:38][C:37]([O:40][CH3:41])=[CH:36][CH:35]=1)[C:28]1[CH:33]=[CH:32][CH:31]=[CH:30][CH:29]=1)([CH3:73])[CH3:72], predict the reactants needed to synthesize it. The reactants are: [CH3:1][O:2][C:3]1[CH:8]=[CH:7][C:6]([C:9]([C:34]2[CH:39]=[CH:38][C:37]([O:40][CH3:41])=[CH:36][CH:35]=2)([C:28]2[CH:33]=[CH:32][CH:31]=[CH:30][CH:29]=2)[O:10][CH2:11][C@@H:12]([CH2:16][N:17]2[CH:22]=[CH:21][C:20]([NH:23][C:24](=[O:26])[CH3:25])=[N:19][C:18]2=[O:27])[C@H:13]([OH:15])[CH3:14])=[CH:5][CH:4]=1.N1[C-]=NN=N1.C([NH2+]C(C)C)(C)C.[CH:54]([N:57]([CH:71]([CH3:73])[CH3:72])[P:58](N(C(C)C)C(C)C)[O:59][CH2:60][CH2:61][C:62]#[N:63])([CH3:56])[CH3:55].